This data is from Reaction yield outcomes from USPTO patents with 853,638 reactions. The task is: Predict the reaction yield, written as a fraction of the theoretical maximum amount of product (1.0 means a 100% yield; for example, 0.34 means a 34% yield). (1) The reactants are Br[C:2]1[N:3]=[CH:4][C:5]([NH2:15])=[N:6][C:7]=1[C:8]1[CH:13]=[CH:12][CH:11]=[C:10]([F:14])[CH:9]=1.[S:16]1[CH:20]=[CH:19][N:18]=[CH:17]1.C([O-])(=O)C.[K+]. The catalyst is CN(C)C(=O)C.C1C=CC([P]([Pd]([P](C2C=CC=CC=2)(C2C=CC=CC=2)C2C=CC=CC=2)([P](C2C=CC=CC=2)(C2C=CC=CC=2)C2C=CC=CC=2)[P](C2C=CC=CC=2)(C2C=CC=CC=2)C2C=CC=CC=2)(C2C=CC=CC=2)C2C=CC=CC=2)=CC=1. The product is [F:14][C:10]1[CH:9]=[C:8]([C:7]2[N:6]=[C:5]([NH2:15])[CH:4]=[N:3][C:2]=2[C:20]2[S:16][CH:17]=[N:18][CH:19]=2)[CH:13]=[CH:12][CH:11]=1. The yield is 0.150. (2) The reactants are [N+:1]([C:4]1[CH:9]=[CH:8][CH:7]=[CH:6][C:5]=1[CH2:10][C:11]([OH:13])=[O:12])([O-:3])=[O:2].S(=O)(=O)(O)O.[CH3:19]O. The catalyst is CCOC(C)=O. The product is [N+:1]([C:4]1[CH:9]=[CH:8][CH:7]=[CH:6][C:5]=1[CH2:10][C:11]([O:13][CH3:19])=[O:12])([O-:3])=[O:2]. The yield is 0.980. (3) The reactants are [CH2:1]([C:3]1[C:4]([O:16]C)=[N:5][C:6]([CH3:15])=[C:7]([C:9]2[N:13]=[C:12]([CH3:14])[NH:11][N:10]=2)[CH:8]=1)[CH3:2].[I-].[Na+].Cl[Si](C)(C)C. The catalyst is C(#N)C. The product is [CH2:1]([C:3]1[C:4](=[O:16])[NH:5][C:6]([CH3:15])=[C:7]([C:9]2[NH:10][N:11]=[C:12]([CH3:14])[N:13]=2)[CH:8]=1)[CH3:2]. The yield is 0.500. (4) The reactants are [F:1][C:2]1[C:7]([C:8]2[CH:9]=[C:10]([CH2:21][N:22](C)[C:23](=O)OC(C)(C)C)[S:11][C:12]=2[S:13]([C:16]2[S:17][CH:18]=[CH:19][N:20]=2)(=[O:15])=[O:14])=[CH:6][CH:5]=[CH:4][N:3]=1.C(OCC)(=O)C.[ClH:37]. The catalyst is C(OCC)(=O)C. The product is [ClH:37].[F:1][C:2]1[C:7]([C:8]2[CH:9]=[C:10]([CH2:21][NH:22][CH3:23])[S:11][C:12]=2[S:13]([C:16]2[S:17][CH:18]=[CH:19][N:20]=2)(=[O:15])=[O:14])=[CH:6][CH:5]=[CH:4][N:3]=1. The yield is 0.970. (5) The reactants are [NH2:1][C:2]1[C:10]2[N:9]=[C:8]([CH3:11])[N:7]([OH:12])[C:6]=2[CH:5]=[C:4]([Br:13])[CH:3]=1.[CH3:14][C:15]1[CH:22]=[CH:21][CH:20]=[C:19]([CH3:23])[C:16]=1[CH:17]=O.C([BH3-])#N.[Na+].Cl.C(=O)([O-])O.[Na+]. The catalyst is CO. The product is [Br:13][C:4]1[CH:3]=[C:2]([NH:1][CH2:17][C:16]2[C:19]([CH3:23])=[CH:20][CH:21]=[CH:22][C:15]=2[CH3:14])[C:10]2[N:9]=[C:8]([CH3:11])[N:7]([OH:12])[C:6]=2[CH:5]=1. The yield is 0.400. (6) The catalyst is O1CCCC1. The product is [Cl:1][C:2]1[C:10]2[N:9]=[C:8]3[N:11]([C:15]4[CH:20]=[CH:19][C:18]([Cl:21])=[CH:17][C:16]=4[Cl:22])[CH2:12][CH2:13][CH2:14][N:7]3[C:6]=2[C:5]([CH:23]([NH:26][C:35](=[O:36])[O:37][CH3:38])[CH2:24][CH3:25])=[CH:4][CH:3]=1. The reactants are [Cl:1][C:2]1[C:10]2[N:9]=[C:8]3[N:11]([C:15]4[CH:20]=[CH:19][C:18]([Cl:21])=[CH:17][C:16]=4[Cl:22])[CH2:12][CH2:13][CH2:14][N:7]3[C:6]=2[C:5]([CH:23]([NH2:26])[CH2:24][CH3:25])=[CH:4][CH:3]=1.C(N(CC)CC)C.Cl[C:35]([O:37][CH3:38])=[O:36].O. The yield is 0.280. (7) The reactants are [NH2:1][C:2]1[CH:3]=[C:4]([Cl:19])[CH:5]=[C:6]2[C:10]=1[NH:9][C:8]([CH2:11][N:12]1[CH2:17][CH2:16][NH:15][C:14](=[O:18])[CH2:13]1)=[CH:7]2.C(O)(=O)C.[C:24]1(=O)[CH2:28][CH2:27][CH2:26][CH2:25]1.C(O[BH-](OC(=O)C)OC(=O)C)(=O)C.[Na+]. The catalyst is ClC(Cl)C.O. The product is [Cl:19][C:4]1[CH:5]=[C:6]2[C:10](=[C:2]([NH:1][CH:24]3[CH2:28][CH2:27][CH2:26][CH2:25]3)[CH:3]=1)[NH:9][C:8]([CH2:11][N:12]1[CH2:17][CH2:16][NH:15][C:14](=[O:18])[CH2:13]1)=[CH:7]2. The yield is 0.450. (8) The reactants are [CH:1]([N:4]1[CH2:9][CH2:8][CH:7]([CH2:10][OH:11])[CH2:6][CH2:5]1)([CH3:3])[CH3:2].CN1CCOCC1. The catalyst is C(Cl)Cl.[Ru]([O-])(=O)(=O)=O.C([N+](CCC)(CCC)CCC)CC. The product is [CH:1]([N:4]1[CH2:9][CH2:8][CH:7]([CH:10]=[O:11])[CH2:6][CH2:5]1)([CH3:3])[CH3:2]. The yield is 0.500. (9) The catalyst is [Pd].C(O)C. The product is [NH2:2][CH2:1][CH2:3][N:4]1[C:12]2[CH2:11][CH2:10][CH2:9][CH2:8][C:7]=2[CH:6]=[C:5]1[C:13]([O:15][CH2:16][CH3:17])=[O:14]. The yield is 0.710. The reactants are [C:1]([CH2:3][N:4]1[C:12]2[CH2:11][CH2:10][CH2:9][CH2:8][C:7]=2[CH:6]=[C:5]1[C:13]([O:15][CH2:16][CH3:17])=[O:14])#[N:2].Cl.C(OCC)(=O)C. (10) The reactants are CN(C)[CH2:3][CH2:4][C:5]([C:7]1[CH:12]=[CH:11][C:10]([F:13])=[CH:9][CH:8]=1)=O.C([O:19][C:20](=[O:30])[C:21]1[CH:26]=[CH:25][CH:24]=[C:23]([C:27](=[NH:29])[NH2:28])[CH:22]=1)(C)(C)C.[C:31](O)(=O)C. No catalyst specified. The product is [F:13][C:10]1[CH:11]=[CH:12][C:7]([C:5]2[C:4]([CH3:31])=[CH:3][N:28]=[C:27]([C:23]3[CH:22]=[C:21]([CH:26]=[CH:25][CH:24]=3)[C:20]([OH:19])=[O:30])[N:29]=2)=[CH:8][CH:9]=1. The yield is 0.120.